This data is from Merck oncology drug combination screen with 23,052 pairs across 39 cell lines. The task is: Regression. Given two drug SMILES strings and cell line genomic features, predict the synergy score measuring deviation from expected non-interaction effect. (1) Drug 1: CN1C(=O)C=CC2(C)C3CCC4(C)C(NC(=O)OCC(F)(F)F)CCC4C3CCC12. Drug 2: CN(C)C(=N)N=C(N)N. Cell line: OCUBM. Synergy scores: synergy=-2.20. (2) Drug 1: CCC1=CC2CN(C1)Cc1c([nH]c3ccccc13)C(C(=O)OC)(c1cc3c(cc1OC)N(C)C1C(O)(C(=O)OC)C(OC(C)=O)C4(CC)C=CCN5CCC31C54)C2. Drug 2: O=C(O)C1(Cc2cccc(Nc3nccs3)n2)CCC(Oc2cccc(Cl)c2F)CC1. Cell line: DLD1. Synergy scores: synergy=-8.95.